This data is from Full USPTO retrosynthesis dataset with 1.9M reactions from patents (1976-2016). The task is: Predict the reactants needed to synthesize the given product. (1) Given the product [CH3:1][N:2]1[C:6]2[CH:7]=[CH:8][C:9]([N:11]3[CH:16]=[C:15]([C:17]4[NH:52][N:51]=[N:50][N:18]=4)[C:14](=[O:19])[N:13]([C@H:20]4[C:28]5[C:23](=[C:24]([C:29]([F:31])([F:32])[F:30])[CH:25]=[CH:26][CH:27]=5)[CH2:22][CH2:21]4)[C:12]3=[O:33])=[CH:10][C:5]=2[N:4]([CH3:34])[C:3]1=[O:35], predict the reactants needed to synthesize it. The reactants are: [CH3:1][N:2]1[C:6]2[CH:7]=[CH:8][C:9]([N:11]3[CH:16]=[C:15]([C:17]#[N:18])[C:14](=[O:19])[N:13]([C@H:20]4[C:28]5[C:23](=[C:24]([C:29]([F:32])([F:31])[F:30])[CH:25]=[CH:26][CH:27]=5)[CH2:22][CH2:21]4)[C:12]3=[O:33])=[CH:10][C:5]=2[N:4]([CH3:34])[C:3]1=[O:35].C([Sn](=O)CCCC)CCC.C[Si]([N:50]=[N+:51]=[N-:52])(C)C.C(O)C. (2) The reactants are: [NH2:1][C:2]1[C:11]2[C:6](=[CH:7][C:8]([Br:12])=[CH:9][CH:10]=2)[CH:5]=[CH:4][C:3]=1[NH:13][C:14]([C@@H:16]1[C@H:21]2[CH2:22][C@H:18]([CH2:19][CH2:20]2)[N:17]1[C:23]([O:25][C:26]([CH3:29])([CH3:28])[CH3:27])=[O:24])=O.CC(O)=O.[OH-].[Na+]. Given the product [Br:12][C:8]1[CH:7]=[C:6]2[C:11](=[CH:10][CH:9]=1)[C:2]1[NH:1][C:14]([C@@H:16]3[C@H:21]4[CH2:22][C@H:18]([CH2:19][CH2:20]4)[N:17]3[C:23]([O:25][C:26]([CH3:29])([CH3:28])[CH3:27])=[O:24])=[N:13][C:3]=1[CH:4]=[CH:5]2, predict the reactants needed to synthesize it. (3) Given the product [O:1]1[C:10]2[C:5](=[N:6][CH:7]=[CH:8][C:9]=2[CH:11]([CH3:27])[CH2:12][NH:13][C:14]2[CH:19]=[C:18]([C:20]3[CH:21]=[N:22][C:23]([CH3:26])=[CH:24][CH:25]=3)[N:17]=[CH:16][N:15]=2)[O:4][CH2:3][CH2:2]1, predict the reactants needed to synthesize it. The reactants are: [O:1]1[C:10]2[C:5](=[N:6][CH:7]=[CH:8][C:9]=2[C:11](=[CH2:27])[CH2:12][NH:13][C:14]2[CH:19]=[C:18]([C:20]3[CH:21]=[N:22][C:23]([CH3:26])=[CH:24][CH:25]=3)[N:17]=[CH:16][N:15]=2)[O:4][CH2:3][CH2:2]1. (4) Given the product [CH3:38][C:31]1[CH2:32][CH2:33][CH2:34][C:35]([CH3:36])([CH3:37])[C:30]=1[CH:29]=[CH:28][C:26]([CH3:27])=[CH:25][CH:24]=[CH:23][C:21]([CH3:22])=[CH:20][CH2:19][O:18][CH:16]=[O:17], predict the reactants needed to synthesize it. The reactants are: CCCCCCCCCCCCCCC[C:16]([O:18][CH2:19]/[CH:20]=[C:21](/[CH:23]=[CH:24]/[CH:25]=[C:26](/[CH:28]=[CH:29]/[C:30]1[C:35]([CH3:37])([CH3:36])[CH2:34][CH2:33][CH2:32][C:31]=1[CH3:38])\[CH3:27])\[CH3:22])=[O:17].O.C[O-].[Na+].B(F)(F)F. (5) The reactants are: [CH2:1]([O:3][C:4]1[CH:5]=[C:6]([CH2:13][CH:14]([NH:20][CH:21]=O)[CH2:15][O:16][C:17](=[O:19])[CH3:18])[CH:7]=[CH:8][C:9]=1[O:10][CH2:11][CH3:12])[CH3:2].O=P(Cl)(Cl)Cl.O.C([O-])(O)=O.[Na+]. Given the product [C:17]([O:16][CH2:15][CH:14]1[CH2:13][C:6]2[C:7](=[CH:8][C:9]([O:10][CH2:11][CH3:12])=[C:4]([O:3][CH2:1][CH3:2])[CH:5]=2)[CH:21]=[N:20]1)(=[O:19])[CH3:18], predict the reactants needed to synthesize it. (6) Given the product [C:9]([Si:6]([CH3:8])([CH3:7])[O:19][CH2:18][C:17]1[CH:20]=[CH:21][C:22]([N+:23]([O-:25])=[O:24])=[C:15]([CH3:14])[CH:16]=1)([CH3:12])([CH3:11])[CH3:10], predict the reactants needed to synthesize it. The reactants are: N1C=CN=C1.[Si:6](Cl)([C:9]([CH3:12])([CH3:11])[CH3:10])([CH3:8])[CH3:7].[CH3:14][C:15]1[CH:16]=[C:17]([CH:20]=[CH:21][C:22]=1[N+:23]([O-:25])=[O:24])[CH2:18][OH:19]. (7) The reactants are: [F:1][C:2]1[CH:17]=[CH:16][C:5]([O:6][C:7]2[CH:8]=[C:9]([CH:13]=[CH:14][CH:15]=2)[C:10](O)=[O:11])=[C:4]([N+:18]([O-:20])=[O:19])[CH:3]=1.C(Cl)(=O)C([Cl:24])=O. Given the product [F:1][C:2]1[CH:17]=[CH:16][C:5]([O:6][C:7]2[CH:8]=[C:9]([CH:13]=[CH:14][CH:15]=2)[C:10]([Cl:24])=[O:11])=[C:4]([N+:18]([O-:20])=[O:19])[CH:3]=1, predict the reactants needed to synthesize it. (8) Given the product [F:18][C:14]1[CH:15]=[C:16]2[C:11](=[CH:12][CH:13]=1)[N:10]=[CH:9][C:8]([NH2:7])=[CH:17]2, predict the reactants needed to synthesize it. The reactants are: C(OC(=O)[NH:7][C:8]1[CH:9]=[N:10][C:11]2[C:16]([CH:17]=1)=[CH:15][C:14]([F:18])=[CH:13][CH:12]=2)(C)(C)C.FC(F)(F)C(O)=O.O. (9) Given the product [F:18][C:19]1[CH:26]=[CH:25][CH:24]=[CH:23][C:20]=1[CH2:21][N:12]([CH2:21][C:20]1[CH:23]=[CH:24][CH:25]=[CH:26][C:19]=1[F:18])[C:10]1[N:11]=[C:6]([C:2]2[O:1][CH:5]=[CH:4][CH:3]=2)[C:7]2[N:15]=[N:14][N:13]([CH2:21][C:20]3[CH:23]=[CH:24][CH:25]=[CH:26][C:19]=3[F:18])[C:8]=2[N:9]=1, predict the reactants needed to synthesize it. The reactants are: [O:1]1[CH:5]=[CH:4][CH:3]=[C:2]1[C:6]1[C:7]2[NH:15][N:14]=[N:13][C:8]=2[N:9]=[C:10]([NH2:12])[N:11]=1.[H-].[Na+].[F:18][C:19]1[CH:26]=[CH:25][CH:24]=[CH:23][C:20]=1[CH2:21]Br.